Dataset: Reaction yield outcomes from USPTO patents with 853,638 reactions. Task: Predict the reaction yield, written as a fraction of the theoretical maximum amount of product (1.0 means a 100% yield; for example, 0.34 means a 34% yield). (1) The reactants are Br[C:2]1[CH:7]=[CH:6][CH:5]=[CH:4][N:3]=1.[CH3:8][Sn:9](Cl)([CH3:11])[CH3:10].C1COCC1. The catalyst is CCOCC. The product is [CH3:8][Sn:9]([CH3:11])([CH3:10])[C:2]1[CH:7]=[CH:6][CH:5]=[CH:4][N:3]=1. The yield is 0.510. (2) The catalyst is C(OC)(C)(C)C. The reactants are [OH:1][C:2]1[CH:7]=[CH:6][CH:5]=[C:4]([O:8][CH3:9])[C:3]=1[C:10](=[O:12])[CH3:11].CN(C)C=O.C(=O)([O-])[O-].[K+].[K+].[CH3:24][O:25][C:26]1[CH:33]=[CH:32][C:29]([CH2:30]Cl)=[CH:28][CH:27]=1. The yield is 0.690. The product is [CH3:9][O:8][C:4]1[CH:5]=[CH:6][CH:7]=[C:2]([O:1][CH2:30][C:29]2[CH:32]=[CH:33][C:26]([O:25][CH3:24])=[CH:27][CH:28]=2)[C:3]=1[C:10](=[O:12])[CH3:11]. (3) The reactants are C1(P(C2C=CC=CC=2)C2C=CC=CC=2)C=CC=CC=1.[C:20]([Br:24])(Br)(Br)[Br:21].C(N(CC)CC)C.[OH:32][C:33]1[CH:40]=[CH:39][CH:38]=[CH:37][C:34]=1[CH:35]=O. The yield is 0.760. The catalyst is ClCCl.O. The product is [Br:21][C:20]([Br:24])=[CH:35][C:34]1[CH:37]=[CH:38][CH:39]=[CH:40][C:33]=1[OH:32]. (4) The reactants are Cl[C:2](Cl)([O:4]C(=O)OC(Cl)(Cl)Cl)Cl.C(O)(=O)C.[NH2:17][C:18]([C:21]1[CH:26]=[CH:25][C:24]([NH:27][C:28]([C:30]2[NH:31][CH:32]=[C:33]([C:35]#[N:36])[N:34]=2)=[O:29])=[C:23]([C:37]2[CH2:42][CH2:41][CH2:40][CH2:39][CH:38]=2)[CH:22]=1)([CH3:20])[CH3:19].CCN(C(C)C)C(C)C.[NH2:52][CH2:53][CH2:54][OH:55]. The catalyst is C1COCC1.[Cl-].[Na+].O. The product is [C:37]1([C:23]2[CH:22]=[C:21]([C:18]([NH:17][C:2]([NH:52][CH2:53][CH2:54][OH:55])=[O:4])([CH3:20])[CH3:19])[CH:26]=[CH:25][C:24]=2[NH:27][C:28]([C:30]2[NH:31][CH:32]=[C:33]([C:35]#[N:36])[N:34]=2)=[O:29])[CH2:42][CH2:41][CH2:40][CH2:39][CH:38]=1. The yield is 0.350. (5) The reactants are [Cl:1][C:2]1[N:7]=[C:6](Cl)[C:5]([N+:9]([O-:11])=[O:10])=[CH:4][N:3]=1.[Br:12][C:13]1[CH:14]=[CH:15][C:16]([Cl:21])=[C:17]([CH:20]=1)[CH2:18][NH2:19].C(N(C(C)C)CC)(C)C.O. The catalyst is C1COCC1. The product is [Br:12][C:13]1[CH:14]=[CH:15][C:16]([Cl:21])=[C:17]([CH:20]=1)[CH2:18][NH:19][C:6]1[C:5]([N+:9]([O-:11])=[O:10])=[CH:4][N:3]=[C:2]([Cl:1])[N:7]=1. The yield is 0.860.